Predict the reaction yield, written as a fraction of the theoretical maximum amount of product (1.0 means a 100% yield; for example, 0.34 means a 34% yield). From a dataset of Reaction yield outcomes from USPTO patents with 853,638 reactions. The reactants are [N:1]1([C:7]([C:9]2[CH:14]=[C:13]([C:15]([F:18])([F:17])[F:16])[CH:12]=[C:11]([N+:19]([O-:21])=[O:20])[CH:10]=2)=O)[CH2:6][CH2:5][O:4][CH2:3][CH2:2]1. The catalyst is C1COCC1. The product is [N+:19]([C:11]1[CH:10]=[C:9]([CH:14]=[C:13]([C:15]([F:18])([F:17])[F:16])[CH:12]=1)[CH2:7][N:1]1[CH2:2][CH2:3][O:4][CH2:5][CH2:6]1)([O-:21])=[O:20]. The yield is 0.380.